From a dataset of Forward reaction prediction with 1.9M reactions from USPTO patents (1976-2016). Predict the product of the given reaction. (1) Given the reactants [F:1][C:2]1[CH:7]=[CH:6][C:5]([NH:8]C(=O)OC(C)(C)C)=[C:4]([NH:16][C:17]2[N:25]=[C:24]3[C:20]([NH:21][C:22](=[O:36])[N:23]3[C:26]3[CH:27]=[C:28]4[C:33](=[CH:34][CH:35]=3)[NH:32][CH2:31][CH2:30][CH2:29]4)=[CH:19][N:18]=2)[CH:3]=1.C(O)(C(F)(F)F)=O.C(Cl)Cl, predict the reaction product. The product is: [NH2:8][C:5]1[CH:6]=[CH:7][C:2]([F:1])=[CH:3][C:4]=1[NH:16][C:17]1[N:25]=[C:24]2[C:20]([NH:21][C:22](=[O:36])[N:23]2[C:26]2[CH:27]=[C:28]3[C:33](=[CH:34][CH:35]=2)[NH:32][CH2:31][CH2:30][CH2:29]3)=[CH:19][N:18]=1. (2) Given the reactants [F:1][C:2]1[C:3]([O:29]C)=[C:4]([C:8]2[N:13]([CH2:14][CH2:15][C:16]3[S:17][CH:18]=[CH:19][CH:20]=3)[C:12](=[O:21])[C:11]([C:22]3[CH:27]=[CH:26][CH:25]=[CH:24][CH:23]=3)=[C:10]([CH3:28])[N:9]=2)[CH:5]=[CH:6][CH:7]=1.B(Br)(Br)Br, predict the reaction product. The product is: [F:1][C:2]1[C:3]([OH:29])=[C:4]([C:8]2[N:13]([CH2:14][CH2:15][C:16]3[S:17][CH:18]=[CH:19][CH:20]=3)[C:12](=[O:21])[C:11]([C:22]3[CH:27]=[CH:26][CH:25]=[CH:24][CH:23]=3)=[C:10]([CH3:28])[N:9]=2)[CH:5]=[CH:6][CH:7]=1.